This data is from Full USPTO retrosynthesis dataset with 1.9M reactions from patents (1976-2016). The task is: Predict the reactants needed to synthesize the given product. (1) Given the product [C:19]1(=[O:29])[N:20]([CH2:21][CH2:22][CH2:23][CH2:24][CH2:25][C:26]([O:28][CH2:3][O:2][C:1]([O:5][C:6]2[CH:11]=[CH:10][C:9]([N+:12]([O-:14])=[O:13])=[CH:8][CH:7]=2)=[O:15])=[O:27])[C:16](=[O:30])[CH:17]=[CH:18]1, predict the reactants needed to synthesize it. The reactants are: [C:1](=[O:15])([O:5][C:6]1[CH:11]=[CH:10][C:9]([N+:12]([O-:14])=[O:13])=[CH:8][CH:7]=1)[O:2][CH2:3]I.[C:16]1(=[O:30])[N:20]([CH2:21][CH2:22][CH2:23][CH2:24][CH2:25][C:26]([OH:28])=[O:27])[C:19](=[O:29])[CH:18]=[CH:17]1. (2) Given the product [CH:26]([O:25][C:22]1[CH:23]=[CH:24][C:19]([CH2:18][C:17]2[C:13]([O:12][C@@H:1]3[O:9][C@H:8]([CH2:10][O:11][C:33](=[O:36])[CH2:34][CH3:35])[C@@H:6]([OH:7])[C@H:4]([OH:5])[C@H:2]3[OH:3])=[N:14][N:15]([CH:30]([CH3:32])[CH3:31])[C:16]=2[CH3:29])=[CH:20][CH:21]=1)([CH3:27])[CH3:28], predict the reactants needed to synthesize it. The reactants are: [C@@H:1]1([O:12][C:13]2[C:17]([CH2:18][C:19]3[CH:24]=[CH:23][C:22]([O:25][CH:26]([CH3:28])[CH3:27])=[CH:21][CH:20]=3)=[C:16]([CH3:29])[N:15]([CH:30]([CH3:32])[CH3:31])[N:14]=2)[O:9][C@H:8]([CH2:10][OH:11])[C@@H:6]([OH:7])[C@H:4]([OH:5])[C@H:2]1[OH:3].[C:33](Cl)(=[O:36])[CH2:34][CH3:35].O.C(O)(=O)CC(CC(O)=O)(C(O)=O)O.O. (3) Given the product [F:31][CH:21]([F:20])[C:22]1[CH:29]=[CH:28][C:27]([F:30])=[CH:26][C:23]=1[CH2:24][N:4]1[CH2:3][CH2:2][N:1]([C:7]2[CH:8]=[CH:9][C:10]3[N:11]([C:13]([C:16]([F:18])([F:17])[F:19])=[N:14][N:15]=3)[CH:12]=2)[CH2:6][CH2:5]1, predict the reactants needed to synthesize it. The reactants are: [N:1]1([C:7]2[CH:8]=[CH:9][C:10]3[N:11]([C:13]([C:16]([F:19])([F:18])[F:17])=[N:14][N:15]=3)[CH:12]=2)[CH2:6][CH2:5][NH:4][CH2:3][CH2:2]1.[F:20][CH:21]([F:31])[C:22]1[CH:29]=[CH:28][C:27]([F:30])=[CH:26][C:23]=1[CH:24]=O. (4) Given the product [NH2:3][C:2]([CH3:1])([CH2:4][C:5]1[C:13]2[C:8](=[CH:9][CH:10]=[CH:11][CH:12]=2)[NH:7][CH:6]=1)[CH2:14][OH:15], predict the reactants needed to synthesize it. The reactants are: [CH3:1][C:2]([C:14](O)=[O:15])([CH2:4][C:5]1[C:13]2[C:8](=[CH:9][CH:10]=[CH:11][CH:12]=2)[NH:7][CH:6]=1)[NH2:3]. (5) Given the product [C:8]1([C:6]2[N:5]=[C:4]([C:14]([OH:16])=[O:15])[CH:3]=[C:2]([C:19]3[CH:20]=[CH:21][S:17][CH:18]=3)[N:7]=2)[CH:13]=[CH:12][CH:11]=[CH:10][CH:9]=1, predict the reactants needed to synthesize it. The reactants are: Cl[C:2]1[N:7]=[C:6]([C:8]2[CH:13]=[CH:12][CH:11]=[CH:10][CH:9]=2)[N:5]=[C:4]([C:14]([OH:16])=[O:15])[CH:3]=1.[S:17]1[CH:21]=[CH:20][C:19](B(O)O)=[CH:18]1.